This data is from Forward reaction prediction with 1.9M reactions from USPTO patents (1976-2016). The task is: Predict the product of the given reaction. (1) Given the reactants [CH3:1][O:2][C:3]1[CH:8]=[CH:7][C:6]([C:9]2[C:14]([C:15]3[CH:20]=[CH:19][C:18]([O:21][CH3:22])=[CH:17][CH:16]=3)=[N:13][NH:12][C:11](=[O:23])[CH:10]=2)=[CH:5][CH:4]=1.C1(=O)O[CH2:27][CH2:26][O:25]1.O, predict the reaction product. The product is: [CH3:1][O:2][C:3]1[CH:8]=[CH:7][C:6]([C:9]2[C:14]([C:15]3[CH:16]=[CH:17][C:18]([O:21][CH3:22])=[CH:19][CH:20]=3)=[N:13][N:12]([CH2:27][CH2:26][OH:25])[C:11](=[O:23])[CH:10]=2)=[CH:5][CH:4]=1. (2) The product is: [Cl:16][C:17]1[CH:18]=[CH:19][C:20]([O:25][CH2:26][CH2:27][CH3:28])=[C:21]([CH:24]=1)[CH2:22][N:2]1[C:11]2[CH:10]=[CH:9][CH:8]=[C:7]([C:12]([O-:14])=[O:13])[C:6]=2[CH2:5][CH2:4][CH2:3]1.[Na+:42]. Given the reactants Cl.[NH:2]1[C:11]2[CH:10]=[CH:9][CH:8]=[C:7]([C:12]([O:14]C)=[O:13])[C:6]=2[CH2:5][CH2:4][CH2:3]1.[Cl:16][C:17]1[CH:18]=[CH:19][C:20]([O:25][CH2:26][CH2:27][CH3:28])=[C:21]([CH:24]=1)[CH:22]=O.[BH-](OC(C)=O)(OC(C)=O)OC(C)=O.[Na+:42], predict the reaction product. (3) Given the reactants [NH2:1][C:2]1[C:7]([NH2:8])=[C:6]([C:9]2[CH:14]=[CH:13][C:12]([CH2:15][NH:16][C:17](=[O:23])[O:18][C:19]([CH3:22])([CH3:21])[CH3:20])=[C:11]([F:24])[CH:10]=2)[CH:5]=[CH:4][N:3]=1.[CH3:25][O:26][C:27]1[CH:32]=[CH:31][N:30]=[C:29]([CH:33]=O)[CH:28]=1, predict the reaction product. The product is: [F:24][C:11]1[CH:10]=[C:9]([C:6]2[CH:5]=[CH:4][N:3]=[C:2]3[NH:1][C:33]([C:29]4[CH:28]=[C:27]([O:26][CH3:25])[CH:32]=[CH:31][N:30]=4)=[N:8][C:7]=23)[CH:14]=[CH:13][C:12]=1[CH2:15][NH:16][C:17](=[O:23])[O:18][C:19]([CH3:20])([CH3:21])[CH3:22]. (4) Given the reactants [Br:1][C:2]1[CH:3]=[C:4]2[CH:11]=[CH:10][S:9][C:5]2=[C:6](Br)[N:7]=1.C(N1[CH2:19][CH2:18][CH2:17][CH2:16]C1)C.[C:20](=O)([O-])[O-].[K+].[K+].[CH3:26][N:27]([CH3:30])C=O, predict the reaction product. The product is: [CH2:17]([CH:18]1[CH2:19][CH2:30][N:27]([C:6]2[N:7]=[C:2]([Br:1])[CH:3]=[C:4]3[CH:11]=[CH:10][S:9][C:5]=23)[CH2:26][CH2:20]1)[CH3:16]. (5) Given the reactants [NH2:1][C:2]1[CH:24]=[CH:23][C:5]2[CH2:6][CH:7]([CH3:22])[N:8]([C:18]([NH:20][CH3:21])=[O:19])[N:9]=[C:10]([C:11]3[CH:16]=[CH:15][C:14]([Cl:17])=[CH:13][CH:12]=3)[C:4]=2[CH:3]=1.C(N(CC)CC)C.[C:32](Cl)(=[O:34])[CH3:33].O, predict the reaction product. The product is: [C:32]([NH:1][C:2]1[CH:24]=[CH:23][C:5]2[CH2:6][CH:7]([CH3:22])[N:8]([C:18]([NH:20][CH3:21])=[O:19])[N:9]=[C:10]([C:11]3[CH:12]=[CH:13][C:14]([Cl:17])=[CH:15][CH:16]=3)[C:4]=2[CH:3]=1)(=[O:34])[CH3:33]. (6) Given the reactants [C:1]([O:5][C:6]([N:8]1[C@H:12]([CH2:13][O:14][CH3:15])[CH2:11][CH2:10][C@H:9]1[CH2:16][O:17]CC1C=CC=CC=1)=[O:7])([CH3:4])([CH3:3])[CH3:2], predict the reaction product. The product is: [C:1]([O:5][C:6]([N:8]1[C@H:12]([CH2:13][O:14][CH3:15])[CH2:11][CH2:10][C@H:9]1[CH2:16][OH:17])=[O:7])([CH3:4])([CH3:3])[CH3:2]. (7) Given the reactants C[O:2][C:3](=[O:13])[CH2:4][CH2:5][CH2:6][CH:7]1[O:12][CH2:11][CH2:10][CH2:9][O:8]1.[OH-].[Na+], predict the reaction product. The product is: [O:8]1[CH2:9][CH2:10][CH2:11][O:12][CH:7]1[CH2:6][CH2:5][CH2:4][C:3]([OH:13])=[O:2].